Dataset: Peptide-MHC class I binding affinity with 185,985 pairs from IEDB/IMGT. Task: Regression. Given a peptide amino acid sequence and an MHC pseudo amino acid sequence, predict their binding affinity value. This is MHC class I binding data. (1) The peptide sequence is RLNDFLGLL. The MHC is HLA-A02:01 with pseudo-sequence HLA-A02:01. The binding affinity (normalized) is 0.777. (2) The MHC is HLA-B39:01 with pseudo-sequence HLA-B39:01. The peptide sequence is YLEGTRTLL. The binding affinity (normalized) is 0.521. (3) The peptide sequence is SVHYNYFFM. The MHC is H-2-Db with pseudo-sequence H-2-Db. The binding affinity (normalized) is 0.551. (4) The peptide sequence is EEIRRIWRQ. The MHC is HLA-B40:01 with pseudo-sequence HLA-B40:01. The binding affinity (normalized) is 0.0847. (5) The peptide sequence is VQIPEKKCF. The MHC is HLA-B40:01 with pseudo-sequence HLA-B40:01. The binding affinity (normalized) is 0.0847.